This data is from Reaction yield outcomes from USPTO patents with 853,638 reactions. The task is: Predict the reaction yield, written as a fraction of the theoretical maximum amount of product (1.0 means a 100% yield; for example, 0.34 means a 34% yield). (1) The reactants are [F:1][C:2]1[CH:7]=[CH:6][C:5]([N:8]2[C:12]([C:13]3[N:14]=[CH:15][N:16]([C:18]4[CH:26]=[CH:25][C:21]([C:22](O)=[O:23])=[CH:20][N:19]=4)[CH:17]=3)=[C:11]([CH3:27])[N:10]=[N:9]2)=[CH:4][CH:3]=1.C([O-])(=O)C([O-])=O.[CH2:34]1[C:37]2([CH2:40][NH2+:39][CH2:38]2)[CH2:36][O:35]1.[CH2:34]1[C:37]2([CH2:40][NH2+:39][CH2:38]2)[CH2:36][O:35]1. No catalyst specified. The product is [F:1][C:2]1[CH:7]=[CH:6][C:5]([N:8]2[C:12]([C:13]3[N:14]=[CH:15][N:16]([C:18]4[N:19]=[CH:20][C:21]([C:22]([N:39]5[CH2:40][C:37]6([CH2:34][O:35][CH2:36]6)[CH2:38]5)=[O:23])=[CH:25][CH:26]=4)[CH:17]=3)=[C:11]([CH3:27])[N:10]=[N:9]2)=[CH:4][CH:3]=1. The yield is 0.420. (2) The yield is 0.800. The catalyst is O1CCOCC1. The product is [C:1]([C:5]1[NH:6][C:7]2[C:12]([CH:13]=1)=[CH:11][CH:10]=[C:9]([N+:14]([O-:16])=[O:15])[CH:8]=2)([CH3:4])([CH3:2])[CH3:3]. The reactants are [C:1]([CH:5]1[CH2:13][C:12]2[C:7](=[CH:8][C:9]([N+:14]([O-:16])=[O:15])=[CH:10][CH:11]=2)[NH:6]1)([CH3:4])([CH3:3])[CH3:2].C(C1C(=O)C(Cl)=C(Cl)C(=O)C=1C#N)#N. (3) The reactants are [CH3:1][NH:2][CH2:3][CH2:4][C:5]#[C:6][C:7]1[CH:12]=[CH:11][CH:10]=[CH:9][N:8]=1.[C:13]1([CH2:19][C:20](Cl)=[O:21])[CH:18]=[CH:17][CH:16]=[CH:15][CH:14]=1. No catalyst specified. The product is [CH3:1][N:2]([CH2:3][CH2:4][C:5]#[C:6][C:7]1[CH:12]=[CH:11][CH:10]=[CH:9][N:8]=1)[C:20](=[O:21])[CH2:19][C:13]1[CH:18]=[CH:17][CH:16]=[CH:15][CH:14]=1. The yield is 0.740. (4) The reactants are [Si:1]([O:8][C@H:9]1[CH2:14][CH2:13][C@H:12]2[C@H:15]3[C@H:25]([CH2:26][CH2:27][C@:10]12[CH3:11])[C@:23]1([CH3:24])[C@H:18]([CH2:19][C:20](=[O:28])[CH2:21][CH2:22]1)[CH2:17][C@H:16]3[CH2:29][CH2:30][CH2:31][C:32]1[CH:37]=[C:36]([OH:38])[CH:35]=[C:34]([OH:39])[CH:33]=1)([C:4]([CH3:7])([CH3:6])[CH3:5])([CH3:3])[CH3:2].[CH2:40](Br)[C:41]1[CH:46]=[CH:45][CH:44]=[CH:43][CH:42]=1.C(=O)([O-])[O-].[K+].[K+].[Cl-].[NH4+]. The catalyst is CN(C=O)C. The product is [Si:1]([O:8][C@H:9]1[CH2:14][CH2:13][C@H:12]2[C@H:15]3[C@H:25]([CH2:26][CH2:27][C@:10]12[CH3:11])[C@:23]1([CH3:24])[C@H:18]([CH2:19][C:20](=[O:28])[CH2:21][CH2:22]1)[CH2:17][C@H:16]3[CH2:29][CH2:30][CH2:31][C:32]1[CH:33]=[C:34]([OH:39])[CH:35]=[C:36]([O:38][CH2:40][C:41]2[CH:46]=[CH:45][CH:44]=[CH:43][CH:42]=2)[CH:37]=1)([C:4]([CH3:5])([CH3:6])[CH3:7])([CH3:3])[CH3:2]. The yield is 0.240. (5) The reactants are I[C:2]1[C:6]([CH:7]=[O:8])=[CH:5][N:4]([CH:9]2[CH2:14][CH2:13][CH2:12][CH2:11][O:10]2)[N:3]=1.[CH:15]([C:17]1[CH:22]=[CH:21][C:20]([F:23])=[CH:19][CH:18]=1)=[CH2:16].C(=O)([O-])[O-].[K+].[K+]. The catalyst is CN(C)C=O.C1C=CC([P]([Pd]([P](C2C=CC=CC=2)(C2C=CC=CC=2)C2C=CC=CC=2)([P](C2C=CC=CC=2)(C2C=CC=CC=2)C2C=CC=CC=2)[P](C2C=CC=CC=2)(C2C=CC=CC=2)C2C=CC=CC=2)(C2C=CC=CC=2)C2C=CC=CC=2)=CC=1. The product is [F:23][C:20]1[CH:21]=[CH:22][C:17](/[CH:15]=[CH:16]/[C:2]2[C:6]([CH:7]=[O:8])=[CH:5][N:4]([CH:9]3[CH2:14][CH2:13][CH2:12][CH2:11][O:10]3)[N:3]=2)=[CH:18][CH:19]=1. The yield is 0.280. (6) The reactants are [NH2:1][C:2]1[N:3]=[N:4][CH:5]=[CH:6][CH:7]=1.[C:8](N1C=CN=C1)(N1C=CN=C1)=[O:9].[CH3:20][C:21]1[C:22]([CH2:28][N:29]([CH2:36][C:37]2[C:42]([CH:43]([CH3:45])[CH3:44])=[CH:41][CH:40]=[CH:39][N:38]=2)[CH:30]2[CH2:35][CH2:34][NH:33][CH2:32][CH2:31]2)=[N:23][CH:24]=[C:25]([CH3:27])[CH:26]=1. The yield is 0.280. The catalyst is C(Cl)Cl. The product is [N:4]1[CH:5]=[CH:6][CH:7]=[C:2]([NH:1][C:8]([N:33]2[CH2:34][CH2:35][CH:30]([N:29]([CH2:28][C:22]3[C:21]([CH3:20])=[CH:26][C:25]([CH3:27])=[CH:24][N:23]=3)[CH2:36][C:37]3[C:42]([CH:43]([CH3:45])[CH3:44])=[CH:41][CH:40]=[CH:39][N:38]=3)[CH2:31][CH2:32]2)=[O:9])[N:3]=1. (7) The reactants are [CH2:1]([C:5]1=[CH:6][N:7]([C:18]([CH3:21])([CH3:20])[CH3:19])[S:8]/[C:9]/1=[N:10]\[C:11]([CH:13]1[CH2:17][CH2:16][NH:15][CH2:14]1)=[O:12])[CH2:2][CH2:3][CH3:4].F[C:23]1[N:30]=[CH:29][CH:28]=[CH:27][C:24]=1[C:25]#[N:26].C(N(CC)CC)C. The catalyst is C(#N)C. The product is [CH2:1]([C:5]1=[CH:6][N:7]([C:18]([CH3:20])([CH3:19])[CH3:21])[S:8]/[C:9]/1=[N:10]\[C:11]([CH:13]1[CH2:17][CH2:16][N:15]([C:23]2[C:24]([C:25]#[N:26])=[CH:27][CH:28]=[CH:29][N:30]=2)[CH2:14]1)=[O:12])[CH2:2][CH2:3][CH3:4]. The yield is 0.760.